From a dataset of Full USPTO retrosynthesis dataset with 1.9M reactions from patents (1976-2016). Predict the reactants needed to synthesize the given product. (1) Given the product [OH:1][C:2]1[C:3]([CH3:9])=[C:4]([CH:5]=[CH:6][CH:7]=1)[O:8][C:18]1[C:27]2[C:26](=[O:28])[N:25]([CH2:29][C:30]3[CH:31]=[CH:32][C:33]([O:36][CH3:37])=[CH:34][CH:35]=3)[C:24](=[O:38])[N:23]([C:39]3[CH:44]=[CH:43][C:42]([I:45])=[CH:41][C:40]=3[F:46])[C:22]=2[N:21]([CH3:47])[C:20](=[O:48])[CH:19]=1, predict the reactants needed to synthesize it. The reactants are: [OH:1][C:2]1[C:3]([CH3:9])=[C:4]([OH:8])[CH:5]=[CH:6][CH:7]=1.[H-].[Na+].FC(F)(F)S(O[C:18]1[C:27]2[C:26](=[O:28])[N:25]([CH2:29][C:30]3[CH:35]=[CH:34][C:33]([O:36][CH3:37])=[CH:32][CH:31]=3)[C:24](=[O:38])[N:23]([C:39]3[CH:44]=[CH:43][C:42]([I:45])=[CH:41][C:40]=3[F:46])[C:22]=2[N:21]([CH3:47])[C:20](=[O:48])[CH:19]=1)(=O)=O. (2) Given the product [F:32][C:15]([C:18]1[CH:23]=[CH:22][N:21]=[CH:20][CH:19]=1)([CH3:16])[CH2:14][N:6]1[C:7]2[CH:8]=[CH:9][C:10]([CH3:13])=[CH:11][C:12]=2[C:4]2[CH2:3][N:2]([CH3:1])[CH2:25][CH2:24][C:5]1=2, predict the reactants needed to synthesize it. The reactants are: [CH3:1][N:2]1[CH2:25][CH2:24][C:5]2[N:6]([CH2:14][C:15]([C:18]3[CH:23]=[CH:22][N:21]=[CH:20][CH:19]=3)(O)[CH3:16])[C:7]3[CH:8]=[CH:9][C:10]([CH3:13])=[CH:11][C:12]=3[C:4]=2[CH2:3]1.C(N(S(F)(F)[F:32])CC)C. (3) Given the product [F:1][C:2]1[CH:35]=[C:34]([F:36])[CH:33]=[CH:32][C:3]=1[CH2:4][N:5]([CH2:16][C:17]1[CH:31]=[CH:30][C:20]([O:21][C:22]2[CH:23]=[C:24]([CH:25]=[C:26]([CH3:28])[CH:27]=2)[O:29][CH2:38][C:37]([O:41][CH2:42][CH3:43])=[O:40])=[CH:19][CH:18]=1)[C:6]1[CH:11]=[CH:10][CH:9]=[C:8]([N+:12]([O-:14])=[O:13])[C:7]=1[CH3:15], predict the reactants needed to synthesize it. The reactants are: [F:1][C:2]1[CH:35]=[C:34]([F:36])[CH:33]=[CH:32][C:3]=1[CH2:4][N:5]([CH2:16][C:17]1[CH:31]=[CH:30][C:20]([O:21][C:22]2[CH:23]=[C:24]([OH:29])[CH:25]=[C:26]([CH3:28])[CH:27]=2)=[CH:19][CH:18]=1)[C:6]1[CH:11]=[CH:10][CH:9]=[C:8]([N+:12]([O-:14])=[O:13])[C:7]=1[CH3:15].[C:37]([O:41][CH2:42][CH3:43])(=[O:40])[CH2:38]O. (4) Given the product [OH:1][CH:2]([CH3:29])[CH2:3][CH2:4][N:5]1[C:13](=[O:14])[C:12]2[N:11]([CH2:32][C:33]3[CH:38]=[CH:37][C:36]([CH3:39])=[CH:35][N:34]=3)[C:10]([O:15][C:16]3[CH:21]=[CH:20][CH:19]=[C:18]([O:22][C:23]([F:25])([F:26])[F:24])[CH:17]=3)=[N:9][C:8]=2[N:7]([CH3:27])[C:6]1=[O:28], predict the reactants needed to synthesize it. The reactants are: [OH:1][CH:2]([CH3:29])[CH2:3][CH2:4][N:5]1[C:13](=[O:14])[C:12]2[NH:11][C:10]([O:15][C:16]3[CH:21]=[CH:20][CH:19]=[C:18]([O:22][C:23]([F:26])([F:25])[F:24])[CH:17]=3)=[N:9][C:8]=2[N:7]([CH3:27])[C:6]1=[O:28].Cl.Cl[CH2:32][C:33]1[CH:38]=[CH:37][C:36]([CH3:39])=[CH:35][N:34]=1.C(=O)([O-])[O-].[K+].[K+].